This data is from Full USPTO retrosynthesis dataset with 1.9M reactions from patents (1976-2016). The task is: Predict the reactants needed to synthesize the given product. (1) Given the product [Br:1][C:2]1[CH:7]=[CH:6][C:5]([O:8][C:15]2[CH:20]=[CH:19][N+:18]([O-:21])=[C:17]([CH3:22])[CH:16]=2)=[C:4]([F:9])[CH:3]=1, predict the reactants needed to synthesize it. The reactants are: [Br:1][C:2]1[CH:7]=[CH:6][C:5]([OH:8])=[C:4]([F:9])[CH:3]=1.[H-].[Na+].[N+]([C:15]1[CH:16]=[C:17]([CH3:22])[N+:18]([O-:21])=[CH:19][CH:20]=1)([O-])=O. (2) Given the product [CH:11]1([CH2:10][O:2][C:1]2[CH:3]=[C:4]([OH:5])[CH:6]=[CH:7][CH:8]=2)[CH2:13][CH2:12]1, predict the reactants needed to synthesize it. The reactants are: [C:1]1([CH:8]=[CH:7][CH:6]=[C:4]([OH:5])[CH:3]=1)[OH:2].Br[CH2:10][CH:11]1[CH2:13][CH2:12]1.C(=O)([O-])[O-].[K+].[K+]. (3) Given the product [CH:1]1[C:9]([NH:10][C:18](=[O:23])[CH2:19][CH:20]([CH3:22])[CH3:21])=[CH:8][C:7]2[CH2:11][CH2:12][N:5]3[C:6]=2[C:2]=1[C:3]1[CH2:17][CH2:16][CH2:15][CH2:14][CH2:13][C:4]=13, predict the reactants needed to synthesize it. The reactants are: [CH:1]1[C:9]([NH2:10])=[CH:8][C:7]2[CH2:11][CH2:12][N:5]3[C:6]=2[C:2]=1[C:3]1[CH2:17][CH2:16][CH2:15][CH2:14][CH2:13][C:4]=13.[C:18](Cl)(=[O:23])[CH2:19][CH:20]([CH3:22])[CH3:21]. (4) Given the product [CH3:25][O:26][C:27]1[CH:28]=[C:29]([CH:32]=[CH:33][CH:34]=1)[CH2:30][NH:31][C:11]([C:2]1[CH:3]=[CH:4][C:5]2[C:10](=[CH:9][CH:8]=[N:7][CH:6]=2)[N:1]=1)=[O:13], predict the reactants needed to synthesize it. The reactants are: [N:1]1[C:10]2[C:5](=[CH:6][N:7]=[CH:8][CH:9]=2)[CH:4]=[CH:3][C:2]=1[C:11]([OH:13])=O.O.ON1C2C=CC=CC=2N=N1.[CH3:25][O:26][C:27]1[CH:28]=[C:29]([CH:32]=[CH:33][CH:34]=1)[CH2:30][NH2:31]. (5) Given the product [CH3:1][N:2]([CH3:33])[C:3](=[O:32])[O:4][C:5]1[CH:10]=[CH:9][CH:8]=[C:7]([NH:11][C:12]([C:14]2([CH2:20][NH:21][C:22]([O:24][CH2:25][C:26]3[CH:27]=[CH:28][CH:29]=[CH:30][CH:31]=3)=[O:23])[CH2:19][CH2:18][N:17]([C:35]3[C:36]4[C:43]([CH3:44])=[CH:42][NH:41][C:37]=4[N:38]=[CH:39][N:40]=3)[CH2:16][CH2:15]2)=[O:13])[CH:6]=1, predict the reactants needed to synthesize it. The reactants are: [CH3:1][N:2]([CH3:33])[C:3](=[O:32])[O:4][C:5]1[CH:10]=[CH:9][CH:8]=[C:7]([NH:11][C:12]([C:14]2([CH2:20][NH:21][C:22]([O:24][CH2:25][C:26]3[CH:31]=[CH:30][CH:29]=[CH:28][CH:27]=3)=[O:23])[CH2:19][CH2:18][NH:17][CH2:16][CH2:15]2)=[O:13])[CH:6]=1.Cl[C:35]1[C:36]2[C:43]([CH3:44])=[CH:42][NH:41][C:37]=2[N:38]=[CH:39][N:40]=1.C(N(CC)C(C)C)(C)C.C(O)(C)C. (6) Given the product [CH3:17][C:3]1[C:2]([OH:1])=[C:14]([CH3:15])[CH:13]=[C:12]2[C:4]=1[CH:5]([OH:16])[CH2:6][C:7]1([O:11]2)[CH2:8][CH2:9][CH2:10]1, predict the reactants needed to synthesize it. The reactants are: [OH:1][C:2]1[C:3]([CH3:17])=[C:4]2[C:12](=[CH:13][C:14]=1[CH3:15])[O:11][C:7]1([CH2:10][CH2:9][CH2:8]1)[CH2:6][C:5]2=[O:16].[BH4-].[Na+]. (7) Given the product [N:16]1([C:14](=[O:15])[CH2:13][S:7][C:6]2[S:5][C:4]3[CH:8]=[CH:9][CH:10]=[CH:11][C:3]=3[C:2]=2[CH3:1])[C:25]2[C:20](=[CH:21][CH:22]=[CH:23][CH:24]=2)[CH2:19][CH2:18][CH2:17]1, predict the reactants needed to synthesize it. The reactants are: [CH3:1][C:2]1[C:3]2[CH:11]=[CH:10][CH:9]=[CH:8][C:4]=2[S:5][C:6]=1[SH:7].Cl[CH2:13][C:14]([N:16]1[C:25]2[C:20](=[CH:21][CH:22]=[CH:23][CH:24]=2)[CH2:19][CH2:18][CH2:17]1)=[O:15].S1C(SCC(N2C3C(=CC=CC=3)CCC2)=O)=CC2C=CC=CC1=2. (8) Given the product [Si:1]([O:8][CH2:9][C:10]1[N:15]=[CH:14][C:13]2[N:16]([C:19]3[S:23][C:22]([C:24]([O:26][CH3:27])=[O:25])=[C:21]([O:28][CH:36]([C:31]4[CH:32]=[CH:33][CH:34]=[CH:35][C:30]=4[Cl:29])[CH3:37])[CH:20]=3)[CH:17]=[N:18][C:12]=2[CH:11]=1)([C:4]([CH3:5])([CH3:6])[CH3:7])([CH3:2])[CH3:3], predict the reactants needed to synthesize it. The reactants are: [Si:1]([O:8][CH2:9][C:10]1[N:15]=[CH:14][C:13]2[N:16]([C:19]3[S:23][C:22]([C:24]([O:26][CH3:27])=[O:25])=[C:21]([OH:28])[CH:20]=3)[CH:17]=[N:18][C:12]=2[CH:11]=1)([C:4]([CH3:7])([CH3:6])[CH3:5])([CH3:3])[CH3:2].[Cl:29][C:30]1[CH:35]=[CH:34][CH:33]=[CH:32][C:31]=1[CH:36](O)[CH3:37].C1(P(C2C=CC=CC=2)C2C=CC=CC=2)C=CC=CC=1.N(C(OC(C)(C)C)=O)=NC(OC(C)(C)C)=O. (9) Given the product [Cl:26][C:15]1[CH:16]=[C:17]([O:20][CH2:21][CH2:22][CH2:23][CH2:24][CH3:25])[CH:18]=[CH:19][C:14]=1[CH2:13][N:7]1[C:6]2[CH:27]=[C:2]([C:35]3[CH:36]=[CH:37][C:32]([C:29]([OH:31])=[O:30])=[CH:33][CH:34]=3)[CH:3]=[C:4]([CH3:28])[C:5]=2[N:9]=[C:8]1[O:10][CH2:11][CH3:12], predict the reactants needed to synthesize it. The reactants are: Br[C:2]1[CH:3]=[C:4]([CH3:28])[C:5]2[N:9]=[C:8]([O:10][CH2:11][CH3:12])[N:7]([CH2:13][C:14]3[CH:19]=[CH:18][C:17]([O:20][CH2:21][CH2:22][CH2:23][CH2:24][CH3:25])=[CH:16][C:15]=3[Cl:26])[C:6]=2[CH:27]=1.[C:29]([C:32]1[CH:37]=[CH:36][C:35](B(O)O)=[CH:34][CH:33]=1)([OH:31])=[O:30].C1(P(C2C=CC=CC=2)C2C=CC=CC=2)C=CC=CC=1.C([O-])([O-])=O.[K+].[K+]. (10) The reactants are: [NH2:1][C:2]1[CH:3]=[CH:4][C:5]2[N:10]([CH3:11])[C:9](=[O:12])[O:8][C:7]([CH3:14])([CH3:13])[C:6]=2[CH:15]=1.[Cl:16][C:17]1[CH:22]=[CH:21][C:20](B(O)O)=[CH:19][CH:18]=1. Given the product [Cl:16][C:17]1[CH:22]=[CH:21][C:20]([NH:1][C:2]2[CH:3]=[CH:4][C:5]3[N:10]([CH3:11])[C:9](=[O:12])[O:8][C:7]([CH3:13])([CH3:14])[C:6]=3[CH:15]=2)=[CH:19][CH:18]=1, predict the reactants needed to synthesize it.